From a dataset of Forward reaction prediction with 1.9M reactions from USPTO patents (1976-2016). Predict the product of the given reaction. (1) Given the reactants [FH:1].C(=O)=O.CC(C)=O.[CH3:9][O:10][C:11]1[C:12]([N+:19]([O-:21])=[O:20])=[CH:13][C:14]([CH3:18])=[C:15]([CH:17]=1)N.N([O-])=O.[Na+], predict the reaction product. The product is: [F:1][C:15]1[CH:17]=[C:11]([O:10][CH3:9])[C:12]([N+:19]([O-:21])=[O:20])=[CH:13][C:14]=1[CH3:18]. (2) Given the reactants [O:1]1[C:6]2[CH:7]=[CH:8][CH:9]=[CH:10][C:5]=2[S:4][CH2:3][CH:2]1[C:11]1[CH:16]=[CH:15][C:14]([OH:17])=[CH:13][CH:12]=1.O[CH2:19][CH2:20][CH2:21][N:22]1[CH2:26][CH2:25][CH2:24][CH2:23]1, predict the reaction product. The product is: [N:22]1([CH2:21][CH2:20][CH2:19][O:17][C:14]2[CH:15]=[CH:16][C:11]([CH:2]3[CH2:3][S:4][C:5]4[CH:10]=[CH:9][CH:8]=[CH:7][C:6]=4[O:1]3)=[CH:12][CH:13]=2)[CH2:26][CH2:25][CH2:24][CH2:23]1. (3) The product is: [Br:16][C:17]1[CH:18]=[C:19]2[C:23](=[CH:24][CH:25]=1)[NH:22][C:21](=[O:26])[C:20]2=[CH:9][C:8]1[CH:11]=[CH:12][C:13]([O:14][CH3:15])=[C:6]([CH:1]2[CH2:5][CH2:4][CH2:3][CH2:2]2)[CH:7]=1. Given the reactants [CH:1]1([C:6]2[CH:7]=[C:8]([CH:11]=[CH:12][C:13]=2[O:14][CH3:15])[CH:9]=O)[CH2:5][CH2:4][CH2:3][CH2:2]1.[Br:16][C:17]1[CH:18]=[C:19]2[C:23](=[CH:24][CH:25]=1)[NH:22][C:21](=[O:26])[CH2:20]2, predict the reaction product. (4) Given the reactants C([O-])([O-])=O.[K+].[K+].CC(C)=O.[N+:11]([C:14]1[CH:19]=[CH:18][C:17](/[CH:20]=[C:21]2\[CH2:22][NH:23][CH2:24]/[C:25](=[CH:28]\[C:29]3[CH:34]=[CH:33][C:32]([N+:35]([O-:37])=[O:36])=[CH:31][CH:30]=3)/[C:26]\2=[O:27])=[CH:16][CH:15]=1)([O-:13])=[O:12].[C:38](Cl)(=[O:41])[CH:39]=[CH2:40], predict the reaction product. The product is: [N+:11]([C:14]1[CH:15]=[CH:16][C:17](/[CH:20]=[C:21]2\[CH2:22][N:23]([C:38](=[O:41])[CH:39]=[CH2:40])[CH2:24]/[C:25](=[CH:28]\[C:29]3[CH:34]=[CH:33][C:32]([N+:35]([O-:37])=[O:36])=[CH:31][CH:30]=3)/[C:26]\2=[O:27])=[CH:18][CH:19]=1)([O-:13])=[O:12]. (5) Given the reactants [CH:1]1([CH2:7][CH2:8][CH2:9][O:10][C:11]2[CH:16]=[CH:15][C:14]([CH2:17][CH2:18][CH2:19][O:20][C:21]3[CH:38]=[CH:37][C:36]([C:39]([O:41]C)=[O:40])=[CH:35][C:22]=3[C:23]([N:25]3[CH2:30][CH2:29][CH:28]([C:31]([O:33]C)=[O:32])[CH2:27][CH2:26]3)=[O:24])=[CH:13][CH:12]=2)[CH2:6][CH2:5][CH2:4][CH2:3][CH2:2]1.[OH-].[Na+], predict the reaction product. The product is: [C:39]([C:36]1[CH:37]=[CH:38][C:21]([O:20][CH2:19][CH2:18][CH2:17][C:14]2[CH:13]=[CH:12][C:11]([O:10][CH2:9][CH2:8][CH2:7][CH:1]3[CH2:6][CH2:5][CH2:4][CH2:3][CH2:2]3)=[CH:16][CH:15]=2)=[C:22]([CH:35]=1)[C:23]([N:25]1[CH2:26][CH2:27][CH:28]([C:31]([OH:33])=[O:32])[CH2:29][CH2:30]1)=[O:24])([OH:41])=[O:40]. (6) Given the reactants [N:1]([C:4]1[CH:13]=[C:12]2[C:7]([C:8]([NH:16][C:17]3[CH:22]=[C:21]([O:23][CH3:24])[C:20]([O:25][CH3:26])=[C:19]([O:27][CH3:28])[CH:18]=3)=[C:9]([C:14]#[N:15])[CH:10]=[N:11]2)=[CH:6][C:5]=1[N+:29]([O-])=O)=[N+]=[N-], predict the reaction product. The product is: [NH2:29][C:5]1[CH:6]=[C:7]2[C:12](=[CH:13][C:4]=1[NH2:1])[N:11]=[CH:10][C:9]([C:14]#[N:15])=[C:8]2[NH:16][C:17]1[CH:18]=[C:19]([O:27][CH3:28])[C:20]([O:25][CH3:26])=[C:21]([O:23][CH3:24])[CH:22]=1. (7) Given the reactants [C:1]([OH:9])(=[O:8])[C:2]1[CH:7]=[CH:6][CH:5]=[N:4][CH:3]=1.C(O[C:13](=O)[C:14]1[CH:19]=CC(Cl)=N[CH:15]=1)C.C([Mg]Cl)C(C)C, predict the reaction product. The product is: [CH2:13]([C:5]1[CH:6]=[CH:7][C:2]([C:1]([OH:9])=[O:8])=[CH:3][N:4]=1)[CH:14]([CH3:19])[CH3:15]. (8) Given the reactants [CH:1]1([C@@:4]2([OH:22])[CH2:8][CH2:7][N:6](C(OCC3C=CC=CC=3)=O)[C@H:5]2[CH:19]([CH3:21])[CH3:20])[CH2:3][CH2:2]1, predict the reaction product. The product is: [CH:1]1([C@:4]2([OH:22])[CH2:8][CH2:7][NH:6][C@H:5]2[CH:19]([CH3:20])[CH3:21])[CH2:3][CH2:2]1. (9) Given the reactants [N:1]1([CH:7]2[CH2:12][CH2:11][CH:10]([C:13]([O:15]C)=[O:14])[CH2:9][CH2:8]2)[CH2:5][CH2:4][CH2:3][C:2]1=[O:6].C[Si](C)(C)N[Si](C)(C)C.[Na].O, predict the reaction product. The product is: [N:1]1([C@H:7]2[CH2:8][CH2:9][C@H:10]([C:13]([OH:15])=[O:14])[CH2:11][CH2:12]2)[CH2:5][CH2:4][CH2:3][C:2]1=[O:6].